This data is from Forward reaction prediction with 1.9M reactions from USPTO patents (1976-2016). The task is: Predict the product of the given reaction. (1) Given the reactants [Cl:1][C:2]1[CH:3]=[C:4]([CH:6]=[C:7]([Cl:9])[CH:8]=1)[NH2:5].[CH2:10]([C:12](=O)[C:13]([O-:15])=[O:14])[CH3:11].C=C[C:19]1[CH:24]=[CH:23][CH:22]=[CH:21][CH:20]=1.F[C:26](F)(F)[C:27](O)=O, predict the reaction product. The product is: [CH2:26]([O:15][C:13]([CH:12]1[CH2:10][CH:11]([C:19]2[CH:24]=[CH:23][CH:22]=[CH:21][CH:20]=2)[C:3]2[C:4](=[CH:6][C:7]([Cl:9])=[CH:8][C:2]=2[Cl:1])[NH:5]1)=[O:14])[CH3:27]. (2) Given the reactants C([O-])([O-])=O.[Na+].[Na+].[C:7]([C:9]1[CH:14]=[CH:13][C:12](B(O)O)=[CH:11][C:10]=1[F:18])#[N:8].[C:19]([O:23][C:24]([N:26]1[CH2:31][CH2:30][CH:29]([N:32]([C:36]([C:38]2[N:43]=[CH:42][C:41](Br)=[CH:40][N:39]=2)=[O:37])[CH:33]2[CH2:35][CH2:34]2)[CH2:28][CH2:27]1)=[O:25])([CH3:22])([CH3:21])[CH3:20], predict the reaction product. The product is: [C:19]([O:23][C:24]([N:26]1[CH2:27][CH2:28][CH:29]([N:32]([C:36]([C:38]2[N:39]=[CH:40][C:41]([C:12]3[CH:13]=[CH:14][C:9]([C:7]#[N:8])=[C:10]([F:18])[CH:11]=3)=[CH:42][N:43]=2)=[O:37])[CH:33]2[CH2:35][CH2:34]2)[CH2:30][CH2:31]1)=[O:25])([CH3:22])([CH3:20])[CH3:21]. (3) Given the reactants [CH3:1][O:2][C:3](=[O:14])[NH:4][C:5]1[CH:10]=[C:9]([CH3:11])[C:8]([Br:12])=[CH:7][C:6]=1I.[CH3:15][Si:16]([C:19]#[CH:20])([CH3:18])[CH3:17].C(N(CC)CC)C.O, predict the reaction product. The product is: [CH3:1][O:2][C:3](=[O:14])[NH:4][C:5]1[CH:10]=[C:9]([CH3:11])[C:8]([Br:12])=[CH:7][C:6]=1[C:20]#[C:19][Si:16]([CH3:18])([CH3:17])[CH3:15]. (4) Given the reactants [Br:1][C:2]1[C:3](Cl)=[N:4][CH:5]=[C:6]([N+:8]([O-:10])=[O:9])[CH:7]=1.[CH3:12][N:13]([CH3:17])[CH2:14][CH2:15][OH:16].C(=O)([O-])[O-].[K+].[K+], predict the reaction product. The product is: [Br:1][C:2]1[C:3]([O:16][CH2:15][CH2:14][N:13]([CH3:17])[CH3:12])=[N:4][CH:5]=[C:6]([N+:8]([O-:10])=[O:9])[CH:7]=1.